From a dataset of Catalyst prediction with 721,799 reactions and 888 catalyst types from USPTO. Predict which catalyst facilitates the given reaction. Reactant: [CH:1](N1CCCC1=O)=[CH2:2].[C:9]1([N:15]=[N+:16]=[N-:17])[CH:14]=[CH:13][CH:12]=[CH:11][CH:10]=1. Product: [C:9]1([N:15]2[CH:2]=[CH:1][N:17]=[N:16]2)[CH:14]=[CH:13][CH:12]=[CH:11][CH:10]=1. The catalyst class is: 8.